Dataset: Experimentally validated miRNA-target interactions with 360,000+ pairs, plus equal number of negative samples. Task: Binary Classification. Given a miRNA mature sequence and a target amino acid sequence, predict their likelihood of interaction. (1) The protein sequence of the target gene is MALLLTLTSPDLEGTWDTRDKDGFKAQEGPPLAVPEFPVCGLYRIYGVCGSFSSFFIIRCSLCALETLKSPQHDPLEIPEQSLKLIPLVSGKRELTRGQKAGEKPLAAGPGEEELLRGSAPHAQDTQSEELPPSCTISGEKKPPAVSGEATGADAGRLCPPPRSRAPHKDRTLARSRPQTQGEDCSLPVGEVKIGKRSYSPAPGKQKKPNAMGLAPTSSPGAPNSARATHNPVPCGSGRGPCHLANLLSTLAQSNQNRDHKQGPPEVTCQIRKKTRTLYRSDQLEELEKIFQEDHYPDSD.... Result: 0 (no interaction). The miRNA is mmu-miR-499-5p with sequence UUAAGACUUGCAGUGAUGUUU. (2) The miRNA is hsa-miR-5588-5p with sequence ACUGGCAUUAGUGGGACUUUU. The protein sequence of the target gene is MCHTSCSSGCQPACCAPSPCQPACCVPSSCQASCCVPVGCQSSVCVPVSFKPAVCLPVSCQSSVCVPMSFKSAVCVPVSCQSSVCVPVSCRPIVCAAPSCQSSLCVPVSCRPVVYAAPSCQSSGCCQPSCTSVLCRPISYSISSCC. Result: 0 (no interaction). (3) The miRNA is mmu-miR-582-3p with sequence UAACCUGUUGAACAACUGAAC. The protein sequence of the target gene is MNFNTILEEILIKRSQQKKKTSLLNYKERLCVLPKSVLSYYEGRAEKKYRKGVIDISKIKCVEIVKNDDGVIPCQNKFPFQVVHDANTLYIFAPSPQSRDRWVKKLKEEIKNNNNIMIKYHPKFWADGSYQCCRQTEKLAPGCEKYNLFESSIRKTLPPAPEIKKRRPPPPIPPEEENTEEIVVAMYDFQATEAHDLRLERGQEYIILEKNDLHWWRARDKYGSEGYIPSNYVTGKKSNNLDQYEWYCRNTNRSKAEQLLRTEDKEGGFMVRDSSQPGLYTVSLYTKFGGEGSSGFRHYH.... Result: 0 (no interaction). (4) The miRNA is rno-miR-93-5p with sequence CAAAGUGCUGUUCGUGCAGGUAG. The protein sequence of the target gene is MKITRQKHAKKHLGFFRNNFGVREPYQILLDGTFCQAALRGRIQLRDQLPRYLMGETQLCTTRCVLKELETLGKELYGAKLIAQKCQVRNCPHFKSPVSGSECLLSMVDEGNPHHYFVATQDQNLSVKVKRTPGIPLMFIIQNTIVLDKPSPRTVAFVKAVEAGQLVSVHEKQSIKQLKEEQGLVRNPDLRRRRRKKKKVGGPNPLSCLKKKKKAQDTKSPASEKKRKRKRIRNRSTLKVSSEQQGAEG. Result: 0 (no interaction). (5) The protein sequence of the target gene is MARLRDCLPRLMLTLRSLLFWSLVYCYCGLCASIHLLKLLWSLGKGPAQTFRRPAREHPPACLSDPSLGTHCYVRIKDSGLRFHYVAAGERGKPLMLLLHGFPEFWYSWRYQLREFKSEYRVVALDLRGYGETDAPIHRQNYKLDCLITDIKDILDSLGYSKCVLIGHDWGGMIAWLIAICYPEMVMKLIVINFPHPNVFTEYILRHPAQLLKSSYYYFFQIPWFPEFMFSINDFKVLKHLFTSHSTGIGRKGCQLTTEDLEAYIYVFSQPGALSGPINHYRNIFSCLPLKHHMVTTPTL.... The miRNA is hsa-miR-454-5p with sequence ACCCUAUCAAUAUUGUCUCUGC. Result: 0 (no interaction). (6) The miRNA is hsa-miR-3162-3p with sequence UCCCUACCCCUCCACUCCCCA. The protein sequence of the target gene is MWRLPGLLGRALPRTLGPSLWRVTPKSTSPDGPQTTSSTLLVPVPNLDRSGPHGPGTSGGPRSHGWKDAFQWMSSRVSPNTLWDAISWGTLAVLALQLARQIHFQASLPAGPQRVEHCSWHSPLDRFFSSPLWHPCSSLRQHILPSPDGPAPRHTGLREPRLGQEEASAQPRNFSHNSLRGARPQDPSEEGPGDFGFLHASSSIESEAKPAQPQPTGEKEQDKSKTLSLEEAVTSIQQLFQLSVSIAFNFLGTENMKSGDHTAAFSYFQKAAARGYSKAQYNAGLCHEHGRGTPRDISKA.... Result: 0 (no interaction). (7) The miRNA is mmu-miR-467g with sequence UAUACAUACACACACAUAUAU. The protein sequence of the target gene is MPAERKKPASMEEKDSLPNNKEKDCSERRTVSSKERPKDDIKLTAKKEVSKAPEDKKKRLEDDKRKKEDKERKKKDEEKVKAEEESKKKEEEEKKKHQEEERKKQEEQAKRQQEEEAAAQMKEKEESIQLHQEAWERHHLRKELRSKNQNAPDSRPEENFFSRLDSSLKKNTAFVKKLKTITEQQRDSLSHDFNGLNLSKYIAEAVASIVEAKLKISDVNCAVHLCSLFHQRYADFAPSLLQVWKKHFEARKEEKTPNITKLRTDLRFIAELTIVGIFTDKEGLSLIYEQLKNIINADRE.... Result: 0 (no interaction).